Dataset: Full USPTO retrosynthesis dataset with 1.9M reactions from patents (1976-2016). Task: Predict the reactants needed to synthesize the given product. (1) The reactants are: [H-].[Al+3].[Li+].[H-].[H-].[H-].[Cl-].[Cl-].[Cl-].[Al+3].[CH3:11][O:12][C:13]1[CH:18]=[CH:17][C:16]([NH:19][C:20](=O)[C:21](=O)[C:22]2[C:30]3[CH:29]=[CH:28][CH:27]=[CH:26][C:25]=3[N:24]3[CH2:31][CH2:32][NH:33][CH2:34][CH2:35][C:23]=23)=[CH:15][CH:14]=1. Given the product [CH3:11][O:12][C:13]1[CH:14]=[CH:15][C:16]([NH:19][CH2:20][CH2:21][C:22]2[C:30]3[CH:29]=[CH:28][CH:27]=[CH:26][C:25]=3[N:24]3[CH2:31][CH2:32][NH:33][CH2:34][CH2:35][C:23]=23)=[CH:17][CH:18]=1, predict the reactants needed to synthesize it. (2) Given the product [CH2:1]([O:8][CH2:9][N:10]1[C:14]2[CH:15]=[C:16]([C:29]([OH:31])=[O:30])[CH:17]=[C:18]([NH:19][CH2:20][C:21]3[C:22]([CH3:28])=[CH:23][CH:24]=[CH:25][C:26]=3[CH3:27])[C:13]=2[N:12]=[C:11]1[CH3:34])[C:2]1[CH:3]=[CH:4][CH:5]=[CH:6][CH:7]=1, predict the reactants needed to synthesize it. The reactants are: [CH2:1]([O:8][CH2:9][N:10]1[C:14]2[CH:15]=[C:16]([C:29]([O:31]CC)=[O:30])[CH:17]=[C:18]([NH:19][CH2:20][C:21]3[C:26]([CH3:27])=[CH:25][CH:24]=[CH:23][C:22]=3[CH3:28])[C:13]=2[N:12]=[C:11]1[CH3:34])[C:2]1[CH:7]=[CH:6][CH:5]=[CH:4][CH:3]=1.[OH-].[Na+].Cl.